This data is from Forward reaction prediction with 1.9M reactions from USPTO patents (1976-2016). The task is: Predict the product of the given reaction. (1) Given the reactants [CH3:1][N:2]([CH3:29])[C:3]1[CH:8]=[CH:7][C:6]([C:9]2[NH:14][C:13](=[O:15])[C:12]([C:16]([O:18][CH2:19][C:20]3[CH:25]=[CH:24][CH:23]=[CH:22][CH:21]=3)=[O:17])=[C:11]([OH:26])[C:10]=2[CH:27]=[O:28])=[CH:5][CH:4]=1.[BH4-].[Na+], predict the reaction product. The product is: [CH3:1][N:2]([CH3:29])[C:3]1[CH:4]=[CH:5][C:6]([C:9]2[NH:14][C:13](=[O:15])[C:12]([C:16]([O:18][CH2:19][C:20]3[CH:21]=[CH:22][CH:23]=[CH:24][CH:25]=3)=[O:17])=[C:11]([OH:26])[C:10]=2[CH2:27][OH:28])=[CH:7][CH:8]=1. (2) Given the reactants F[C:2]1[CH:3]=[C:4]([CH:9]=[CH:10][C:11]=1[N+:12]([O-:14])=[O:13])[NH:5][C:6](=[O:8])[CH3:7].[CH2:15]([NH2:17])[CH3:16], predict the reaction product. The product is: [CH2:15]([NH:17][C:2]1[CH:3]=[C:4]([CH:9]=[CH:10][C:11]=1[N+:12]([O-:14])=[O:13])[NH:5][C:6](=[O:8])[CH3:7])[CH3:16].